This data is from Catalyst prediction with 721,799 reactions and 888 catalyst types from USPTO. The task is: Predict which catalyst facilitates the given reaction. (1) Reactant: [N+:1]([C:4]1[CH:9]=[CH:8][C:7](/[C:10](/[C:14]2[CH:19]=[CH:18][CH:17]=[CH:16][CH:15]=2)=[CH:11]/[CH2:12][OH:13])=[CH:6][CH:5]=1)([O-:3])=[O:2].CC(OI1(OC(C)=O)(OC(C)=O)OC(=O)C2C=CC=CC1=2)=O. Product: [N+:1]([C:4]1[CH:5]=[CH:6][C:7](/[C:10](/[C:14]2[CH:15]=[CH:16][CH:17]=[CH:18][CH:19]=2)=[CH:11]/[CH:12]=[O:13])=[CH:8][CH:9]=1)([O-:3])=[O:2]. The catalyst class is: 2. (2) Reactant: [O:1]=[C:2]1[N:6]([C:7]2[CH:8]=[CH:9][C:10]3[C:16](=[O:17])[CH2:15][CH2:14][S:13][CH2:12][C:11]=3[CH:18]=2)[CH2:5][C@H:4]([CH2:19]OS(C)(=O)=O)[O:3]1.[N-:25]=[N+:26]=[N-:27].[Na+]. Product: [N:25]([CH2:19][C@@H:4]1[O:3][C:2](=[O:1])[N:6]([C:7]2[CH:8]=[CH:9][C:10]3[C:16](=[O:17])[CH2:15][CH2:14][S:13][CH2:12][C:11]=3[CH:18]=2)[CH2:5]1)=[N+:26]=[N-:27]. The catalyst class is: 39. (3) Product: [N:25]1([CH:30]2[CH2:35][CH2:34][N:33]([C@H:12]3[CH2:18][CH2:17][CH2:16][N:15]([C:19]([O:21][CH2:22][CH3:23])=[O:20])[CH2:14][CH2:13]3)[CH2:32][CH2:31]2)[CH:29]=[CH:28][CH:27]=[N:26]1. The catalyst class is: 10. Reactant: S(O[C@@H:12]1[CH2:18][CH2:17][CH2:16][N:15]([C:19]([O:21][CH2:22][CH3:23])=[O:20])[CH2:14][CH2:13]1)(C1C=CC(C)=CC=1)(=O)=O.Cl.[N:25]1([CH:30]2[CH2:35][CH2:34][NH:33][CH2:32][CH2:31]2)[CH:29]=[CH:28][CH:27]=[N:26]1.[OH-].[K+]. (4) The catalyst class is: 8. Reactant: [Cl:1][C:2]1[C:3]([I:11])=[N:4][CH:5]=[C:6]([N+:8]([O-])=O)[CH:7]=1.O.O.[Sn](Cl)Cl. Product: [Cl:1][C:2]1[C:3]([I:11])=[N:4][CH:5]=[C:6]([NH2:8])[CH:7]=1. (5) Reactant: [F:1][C:2]([F:34])([F:33])[C:3]1[CH:8]=[CH:7][C:6](/[CH:9]=[CH:10]/[C:11]2[O:12][CH:13]=[C:14]([CH2:16][O:17][C:18]3[CH:23]=[CH:22][C:21]([CH2:24][CH2:25][CH2:26][CH2:27][N:28]4[CH:32]=[CH:31][N:30]=[N:29]4)=[CH:20][CH:19]=3)[N:15]=2)=[CH:5][CH:4]=1.[CH3:35][S:36]([OH:39])(=[O:38])=[O:37]. Product: [CH3:35][S:36]([OH:39])(=[O:38])=[O:37].[F:34][C:2]([F:1])([F:33])[C:3]1[CH:4]=[CH:5][C:6](/[CH:9]=[CH:10]/[C:11]2[O:12][CH:13]=[C:14]([CH2:16][O:17][C:18]3[CH:23]=[CH:22][C:21]([CH2:24][CH2:25][CH2:26][CH2:27][N:28]4[CH:32]=[CH:31][N:30]=[N:29]4)=[CH:20][CH:19]=3)[N:15]=2)=[CH:7][CH:8]=1. The catalyst class is: 362.